From a dataset of Full USPTO retrosynthesis dataset with 1.9M reactions from patents (1976-2016). Predict the reactants needed to synthesize the given product. Given the product [CH2:1]([O:4][C:5]1([CH3:34])[CH2:10][CH2:9][N:8]([C:11]2[N:16]3[N:17]=[C:18]([CH2:20][O:43][CH2:42][C:40]4[CH:41]=[C:36]([CH3:35])[CH:37]=[CH:38][C:39]=4[O:44][C@H:45]([CH2:47][CH:48]=[CH2:49])[CH3:46])[CH:19]=[C:15]3[N:14]=[C:13]([CH3:22])[C:12]=2[C@H:23]([O:29][C:30]([CH3:32])([CH3:31])[CH3:33])[C:24]([OH:26])=[O:25])[CH2:7][CH2:6]1)[CH:2]=[CH2:3], predict the reactants needed to synthesize it. The reactants are: [CH2:1]([O:4][C:5]1([CH3:34])[CH2:10][CH2:9][N:8]([C:11]2[N:16]3[N:17]=[C:18]([CH2:20]I)[CH:19]=[C:15]3[N:14]=[C:13]([CH3:22])[C:12]=2[C@H:23]([O:29][C:30]([CH3:33])([CH3:32])[CH3:31])[C:24]([O:26]CC)=[O:25])[CH2:7][CH2:6]1)[CH:2]=[CH2:3].[CH3:35][C:36]1[CH:37]=[CH:38][C:39]([O:44][C@H:45]([CH2:47][CH:48]=[CH2:49])[CH3:46])=[C:40]([CH2:42][OH:43])[CH:41]=1.[H-].[Na+].